Dataset: Forward reaction prediction with 1.9M reactions from USPTO patents (1976-2016). Task: Predict the product of the given reaction. (1) Given the reactants [CH3:1][C:2]([C:4]1[C:13]2[C:8](=[CH:9][CH:10]=[CH:11][CH:12]=2)[CH:7]=[CH:6][CH:5]=1)=O.[C:14]([S@:18]([NH2:20])=[O:19])([CH3:17])([CH3:16])[CH3:15], predict the reaction product. The product is: [CH3:15][C:14]([S:18](/[N:20]=[C:2](/[C:4]1[C:13]2[C:8](=[CH:9][CH:10]=[CH:11][CH:12]=2)[CH:7]=[CH:6][CH:5]=1)\[CH3:1])=[O:19])([CH3:17])[CH3:16]. (2) Given the reactants [OH:1][C@H:2]1[C@H:6]([CH3:7])[O:5][C:4](=[O:8])[C@@H:3]1[CH2:9][CH2:10][C:11]1[CH:16]=[CH:15][CH:14]=[CH:13][CH:12]=1.CC1C=CC=C(C)N=1.FC(F)(F)S(O[Si:31]([CH:38]([CH3:40])[CH3:39])([CH:35]([CH3:37])[CH3:36])[CH:32]([CH3:34])[CH3:33])(=O)=O.C(=O)(O)[O-].[Na+], predict the reaction product. The product is: [CH3:7][C@@H:6]1[O:5][C:4](=[O:8])[C@H:3]([CH2:9][CH2:10][C:11]2[CH:16]=[CH:15][CH:14]=[CH:13][CH:12]=2)[C@H:2]1[O:1][Si:31]([CH:38]([CH3:40])[CH3:39])([CH:35]([CH3:37])[CH3:36])[CH:32]([CH3:34])[CH3:33].